This data is from Full USPTO retrosynthesis dataset with 1.9M reactions from patents (1976-2016). The task is: Predict the reactants needed to synthesize the given product. The reactants are: C(OC([N:8]1[CH2:13][CH2:12][CH:11]([N:14]2[CH:18]=[C:17]([C:19]3[CH:20]=[N:21][C:22]([NH2:37])=[C:23]([O:25][C@@H:26]([C:28]4[C:33]([Cl:34])=[CH:32][CH:31]=[C:30]([F:35])[C:29]=4[Cl:36])[CH3:27])[CH:24]=3)[CH:16]=[N:15]2)[CH2:10][CH2:9]1)=O)(C)(C)C.Cl.O1CCOCC1. Given the product [Cl:36][C:29]1[C:30]([F:35])=[CH:31][CH:32]=[C:33]([Cl:34])[C:28]=1[C@H:26]([O:25][C:23]1[C:22]([NH2:37])=[N:21][CH:20]=[C:19]([C:17]2[CH:16]=[N:15][N:14]([CH:11]3[CH2:12][CH2:13][NH:8][CH2:9][CH2:10]3)[CH:18]=2)[CH:24]=1)[CH3:27], predict the reactants needed to synthesize it.